Dataset: Reaction yield outcomes from USPTO patents with 853,638 reactions. Task: Predict the reaction yield, written as a fraction of the theoretical maximum amount of product (1.0 means a 100% yield; for example, 0.34 means a 34% yield). (1) The reactants are C(OC([N:8]1[CH2:13][CH2:12][O:11][CH2:10][C@H:9]1[C:14](=[O:30])[NH:15][C:16]1[N:17]=[C:18]2[N:22]([CH:23]=1)[CH:21]=[C:20]([C:24]1[CH:29]=[CH:28][CH:27]=[CH:26][CH:25]=1)[S:19]2)=O)(C)(C)C.O1CCCC1.[ClH:36].[SiH](CC)(CC)CC. The catalyst is O1CCOCC1. The product is [ClH:36].[C:24]1([C:20]2[S:19][C:18]3=[N:17][C:16]([NH:15][C:14]([C@@H:9]4[CH2:10][O:11][CH2:12][CH2:13][NH:8]4)=[O:30])=[CH:23][N:22]3[CH:21]=2)[CH:25]=[CH:26][CH:27]=[CH:28][CH:29]=1. The yield is 1.00. (2) The reactants are [CH:1]1([CH:6]=[CH:7][C:8]#[N:9])[CH2:5][CH2:4][CH2:3][CH2:2]1.C(=O)([O-])[O-].[Cs+].[Cs+].[NH:16]1[CH:20]=[C:19]([C:21]2[C:22]3[CH:29]=[CH:28][N:27]([CH2:30][O:31][CH2:32][CH2:33][Si:34]([CH3:37])([CH3:36])[CH3:35])[C:23]=3[N:24]=[CH:25][N:26]=2)[CH:18]=[N:17]1. The catalyst is C(#N)C. The product is [CH:1]1([CH:6]([N:16]2[CH:20]=[C:19]([C:21]3[C:22]4[CH:29]=[CH:28][N:27]([CH2:30][O:31][CH2:32][CH2:33][Si:34]([CH3:37])([CH3:36])[CH3:35])[C:23]=4[N:24]=[CH:25][N:26]=3)[CH:18]=[N:17]2)[CH2:7][C:8]#[N:9])[CH2:5][CH2:4][CH2:3][CH2:2]1. The yield is 0.978.